From a dataset of Reaction yield outcomes from USPTO patents with 853,638 reactions. Predict the reaction yield, written as a fraction of the theoretical maximum amount of product (1.0 means a 100% yield; for example, 0.34 means a 34% yield). (1) The reactants are S(Cl)(Cl)=O.[NH2:5][C@@H:6]1[CH2:11][CH2:10][CH2:9][C@H:8]([C:12]([OH:14])=[O:13])[CH2:7]1.[CH3:15]O. No catalyst specified. The product is [NH2:5][C@@H:6]1[CH2:11][CH2:10][CH2:9][C@H:8]([C:12]([O:14][CH3:15])=[O:13])[CH2:7]1. The yield is 0.909. (2) The catalyst is COCCOC.CCO.C1C=CC([P]([Pd]([P](C2C=CC=CC=2)(C2C=CC=CC=2)C2C=CC=CC=2)([P](C2C=CC=CC=2)(C2C=CC=CC=2)C2C=CC=CC=2)[P](C2C=CC=CC=2)(C2C=CC=CC=2)C2C=CC=CC=2)(C2C=CC=CC=2)C2C=CC=CC=2)=CC=1. The product is [C:17]([C:12]1[CH:13]=[C:14]2[C:9](=[C:10]([F:21])[CH:11]=1)[C:8](=[O:22])[N:7]([CH2:6][C:5]1[CH:23]=[CH:24][C:2]([C:42]3[CH:41]=[CH:40][N:39]=[C:38]([O:37][CH3:36])[CH:43]=3)=[C:3]([CH2:25][O:26][CH2:27][O:28][CH3:29])[CH:4]=1)[N:16]=[CH:15]2)([CH3:18])([CH3:19])[CH3:20]. The yield is 0.330. The reactants are Br[C:2]1[CH:24]=[CH:23][C:5]([CH2:6][N:7]2[N:16]=[CH:15][C:14]3[C:9](=[C:10]([F:21])[CH:11]=[C:12]([C:17]([CH3:20])([CH3:19])[CH3:18])[CH:13]=3)[C:8]2=[O:22])=[CH:4][C:3]=1[CH2:25][O:26][CH2:27][O:28][CH3:29].C([O-])([O-])=O.[Na+].[Na+].[CH3:36][O:37][C:38]1[CH:43]=[C:42](B(O)O)[CH:41]=[CH:40][N:39]=1. (3) The reactants are [CH3:1][O:2][C:3]1[CH:4]=[C:5]2[C:10](=[CH:11][C:12]=1[O:13][CH3:14])[N:9]=[CH:8][N:7]=[C:6]2[S:15][C:16]1[CH:17]=[C:18]([CH:20]=[CH:21][CH:22]=1)[NH2:19].[F:23][C:24]([F:45])([F:44])[C:25]([C:28]1[O:32][N:31]=[C:30]([NH:33][C:34](=O)[O:35]C2C=CC(Cl)=CC=2)[CH:29]=1)([CH3:27])[CH3:26].C(OCC)C. The catalyst is C1COCC1.CN(C)C1C=CN=CC=1. The product is [CH3:1][O:2][C:3]1[CH:4]=[C:5]2[C:10](=[CH:11][C:12]=1[O:13][CH3:14])[N:9]=[CH:8][N:7]=[C:6]2[S:15][C:16]1[CH:17]=[C:18]([NH:19][C:34]([NH:33][C:30]2[CH:29]=[C:28]([C:25]([CH3:27])([CH3:26])[C:24]([F:45])([F:44])[F:23])[O:32][N:31]=2)=[O:35])[CH:20]=[CH:21][CH:22]=1. The yield is 0.550. (4) The reactants are [C-:1]#[N:2].[K+].[C:4]1([CH:14]=[O:15])[C:13]2[C:8](=[CH:9][CH:10]=[CH:11][CH:12]=2)[CH:7]=[CH:6][CH:5]=1.C(O)(=O)C. The catalyst is CCOCC. The product is [OH:15][CH:14]([C:4]1[C:13]2[C:8](=[CH:9][CH:10]=[CH:11][CH:12]=2)[CH:7]=[CH:6][CH:5]=1)[C:1]#[N:2]. The yield is 0.910. (5) The reactants are C(OC([N:8]1[CH2:13][CH2:12][C:11]([C:15]2[CH:20]=[CH:19][CH:18]=[C:17]([N:21]([CH3:23])[CH3:22])[CH:16]=2)(O)[CH2:10][CH2:9]1)=O)(C)(C)C.[Cl:24][C:25]1[CH:30]=[CH:29][CH:28]=[CH:27][CH:26]=1. No catalyst specified. The product is [Cl:24][C:25]1[CH:30]=[CH:29][C:28]([C:11]2([C:15]3[CH:16]=[C:17]([N:21]([CH3:22])[CH3:23])[CH:18]=[CH:19][CH:20]=3)[CH2:10][CH2:9][NH:8][CH2:13][CH2:12]2)=[CH:27][CH:26]=1. The yield is 0.150.